This data is from Full USPTO retrosynthesis dataset with 1.9M reactions from patents (1976-2016). The task is: Predict the reactants needed to synthesize the given product. Given the product [Cl:1][C:2]1[CH:13]=[C:6]2[C:5](=[CH:4][CH:3]=1)[NH:10][C:9](=[O:11])[C:16]([C:14]#[N:15])=[C:7]2[OH:12], predict the reactants needed to synthesize it. The reactants are: [Cl:1][C:2]1[CH:3]=[CH:4][C:5]2[NH:10][C:9](=[O:11])O[C:7](=[O:12])[C:6]=2[CH:13]=1.[C:14]([CH2:16]C(OCC)=O)#[N:15].C(N(CC)CC)C.Cl.